From a dataset of Catalyst prediction with 721,799 reactions and 888 catalyst types from USPTO. Predict which catalyst facilitates the given reaction. (1) Reactant: FC(F)(F)C(O)=O.[NH2:8][CH2:9][CH:10]([NH:22][C:23](=[O:25])[CH3:24])[C:11]1[C:16]([Cl:17])=[CH:15][C:14]([C:18]([F:21])([F:20])[F:19])=[CH:13][N:12]=1.[I:26][C:27]1[CH:31]=[CH:30][S:29][C:28]=1[C:32](O)=[O:33].O.[Cl-].COC1N=C(OC)N=C([N+]2(C)CCOCC2)N=1.C(N(CC)CC)C. Product: [C:23]([NH:22][CH:10]([C:11]1[C:16]([Cl:17])=[CH:15][C:14]([C:18]([F:19])([F:20])[F:21])=[CH:13][N:12]=1)[CH2:9][NH:8][C:32]([C:28]1[S:29][CH:30]=[CH:31][C:27]=1[I:26])=[O:33])(=[O:25])[CH3:24]. The catalyst class is: 8. (2) Reactant: Cl[C:2]1[CH:7]=[C:6]([Cl:8])[CH:5]=[C:4]([Cl:9])[N:3]=1.[C:10]1(/[CH:16]=[CH:17]/B(O)O)[CH:15]=[CH:14][CH:13]=[CH:12][CH:11]=1.[O-]P([O-])([O-])=O.[K+].[K+].[K+].O. Product: [Cl:9][C:4]1[CH:5]=[C:6]([Cl:8])[CH:7]=[C:2](/[CH:17]=[CH:16]/[C:10]2[CH:15]=[CH:14][CH:13]=[CH:12][CH:11]=2)[N:3]=1. The catalyst class is: 1. (3) Reactant: [C:1]([S:14]([NH2:17])(=[O:16])=[O:15])([C:4]([C:7]([C:10]([F:13])([F:12])[F:11])([F:9])[F:8])([F:6])[F:5])([F:3])[F:2].C(N(CC)CC)C.Cl[CH2:26][CH2:27][O:28][CH2:29][CH2:30][OH:31].OS(O)(=O)=O.[Na+].[Cl-].P(=O)(O)(O)O. Product: [C:1]([S:14]([NH:17][CH2:26][CH2:27][O:28][CH2:29][CH2:30][OH:31])(=[O:16])=[O:15])([C:4]([C:7]([C:10]([F:13])([F:11])[F:12])([F:9])[F:8])([F:6])[F:5])([F:3])[F:2]. The catalyst class is: 6.